This data is from Peptide-MHC class I binding affinity with 185,985 pairs from IEDB/IMGT. The task is: Regression. Given a peptide amino acid sequence and an MHC pseudo amino acid sequence, predict their binding affinity value. This is MHC class I binding data. (1) The peptide sequence is LVSKHWELT. The MHC is HLA-A02:06 with pseudo-sequence HLA-A02:06. The binding affinity (normalized) is 0. (2) The peptide sequence is HDEQGMSPSY. The MHC is Mamu-A11 with pseudo-sequence Mamu-A11. The binding affinity (normalized) is 0. (3) The peptide sequence is PSPVVVGTT. The MHC is Mamu-A01 with pseudo-sequence Mamu-A01. The binding affinity (normalized) is 0.317. (4) The peptide sequence is FEWLNRTVEEI. The MHC is H-2-Kk with pseudo-sequence H-2-Kk. The binding affinity (normalized) is 0.719. (5) The peptide sequence is RRFNLFNKF. The MHC is HLA-B73:01 with pseudo-sequence HLA-B73:01. The binding affinity (normalized) is 0.182.